From a dataset of Reaction yield outcomes from USPTO patents with 853,638 reactions. Predict the reaction yield, written as a fraction of the theoretical maximum amount of product (1.0 means a 100% yield; for example, 0.34 means a 34% yield). (1) The reactants are [CH3:1][Mg]Br.[CH3:4][C:5]1[CH:12]=[C:11]([O:13][CH3:14])[C:10]([CH3:15])=[CH:9][C:6]=1[CH:7]=[O:8].Cl. The catalyst is O1CCCC1.O. The product is [CH3:14][O:13][C:11]1[C:10]([CH3:15])=[CH:9][C:6]([CH:7]([OH:8])[CH3:1])=[C:5]([CH3:4])[CH:12]=1. The yield is 0.740. (2) The reactants are [F:1][C:2]([F:32])([F:31])[C:3]1[CH:8]=[CH:7][N:6]=[C:5]([NH:9][C:10]2[CH:11]=[C:12]([C:22]3[S:26][C:25]([C:27]([OH:30])([CH3:29])[CH3:28])=[N:24][CH:23]=3)[CH:13]=[C:14]([C:16]#[C:17][Si](C)(C)C)[CH:15]=2)[N:4]=1.CCCC[N+](CCCC)(CCCC)CCCC.[F-]. The catalyst is C1COCC1. The product is [C:16]([C:14]1[CH:13]=[C:12]([C:22]2[S:26][C:25]([C:27]([OH:30])([CH3:28])[CH3:29])=[N:24][CH:23]=2)[CH:11]=[C:10]([NH:9][C:5]2[N:4]=[C:3]([C:2]([F:32])([F:31])[F:1])[CH:8]=[CH:7][N:6]=2)[CH:15]=1)#[CH:17]. The yield is 0.740.